This data is from NCI-60 drug combinations with 297,098 pairs across 59 cell lines. The task is: Regression. Given two drug SMILES strings and cell line genomic features, predict the synergy score measuring deviation from expected non-interaction effect. (1) Drug 1: CC1C(C(CC(O1)OC2CC(CC3=C2C(=C4C(=C3O)C(=O)C5=C(C4=O)C(=CC=C5)OC)O)(C(=O)C)O)N)O.Cl. Drug 2: N.N.Cl[Pt+2]Cl. Cell line: UACC-257. Synergy scores: CSS=-1.49, Synergy_ZIP=0.538, Synergy_Bliss=-0.637, Synergy_Loewe=-7.77, Synergy_HSA=-4.10. (2) Synergy scores: CSS=2.00, Synergy_ZIP=0.0161, Synergy_Bliss=-1.91, Synergy_Loewe=0.280, Synergy_HSA=-1.74. Drug 2: C1=CN(C=N1)CC(O)(P(=O)(O)O)P(=O)(O)O. Drug 1: CCC1(CC2CC(C3=C(CCN(C2)C1)C4=CC=CC=C4N3)(C5=C(C=C6C(=C5)C78CCN9C7C(C=CC9)(C(C(C8N6C)(C(=O)OC)O)OC(=O)C)CC)OC)C(=O)OC)O.OS(=O)(=O)O. Cell line: BT-549. (3) Drug 1: CC(CN1CC(=O)NC(=O)C1)N2CC(=O)NC(=O)C2. Drug 2: N.N.Cl[Pt+2]Cl. Cell line: TK-10. Synergy scores: CSS=15.2, Synergy_ZIP=-2.96, Synergy_Bliss=-0.410, Synergy_Loewe=-0.773, Synergy_HSA=-0.762.